Dataset: Full USPTO retrosynthesis dataset with 1.9M reactions from patents (1976-2016). Task: Predict the reactants needed to synthesize the given product. (1) The reactants are: [CH3:1][O:2][C:3](=[O:28])[C:4]1[CH:9]=[C:8]([O:10][CH3:11])[C:7]([CH3:12])=[C:6]([O:13][CH3:14])[C:5]=1[O:15][C:16]1[CH:21]=[C:20]([O:22][CH3:23])[CH:19]=[C:18]([CH3:24])[C:17]=1[C:25]([OH:27])=[O:26].[CH3:29][O:30]C(Cl)Cl.Cl. Given the product [CH3:1][O:2][C:3](=[O:28])[C:4]1[CH:9]=[C:8]([O:10][CH3:11])[C:7]([CH3:12])=[C:6]([O:13][CH3:14])[C:5]=1[O:15][C:16]1[C:21]([CH:29]=[O:30])=[C:20]([O:22][CH3:23])[CH:19]=[C:18]([CH3:24])[C:17]=1[C:25]([OH:27])=[O:26], predict the reactants needed to synthesize it. (2) Given the product [CH2:5]([O:4][C:2](=[O:3])[NH:15][C:11]1[C:12]([CH3:14])=[CH:13][C:8]([Br:7])=[CH:9][C:10]=1[CH3:16])[CH3:6], predict the reactants needed to synthesize it. The reactants are: Cl[C:2]([O:4][CH2:5][CH3:6])=[O:3].[Br:7][C:8]1[CH:13]=[C:12]([CH3:14])[C:11]([NH2:15])=[C:10]([CH3:16])[CH:9]=1.O. (3) Given the product [NH2:1][C@H:4]1[CH2:9][CH2:8][CH2:7][N:6]([C:10]([O:12][C:13]([CH3:16])([CH3:15])[CH3:14])=[O:11])[CH2:5]1, predict the reactants needed to synthesize it. The reactants are: [N:1]([C@H:4]1[CH2:9][CH2:8][CH2:7][N:6]([C:10]([O:12][C:13]([CH3:16])([CH3:15])[CH3:14])=[O:11])[CH2:5]1)=[N+]=[N-]. (4) Given the product [CH3:1][O:2][C:3](=[O:14])[CH2:4][CH2:5][C:6]([N:8]1[CH2:13][C@H:12]([OH:11])[C@@H:10]([N:15]=[N+:16]=[N-:17])[CH2:9]1)=[O:7], predict the reactants needed to synthesize it. The reactants are: [CH3:1][O:2][C:3](=[O:14])[CH2:4][CH2:5][C:6]([N:8]1[CH2:13][CH:12]2[CH:10]([O:11]2)[CH2:9]1)=[O:7].[N-:15]=[N+:16]=[N-:17].[Na+]. (5) Given the product [Cl:1][C:2]1[C:7]([O:8][CH3:9])=[CH:6][C:5]2[C:10]([C:13]3[C:14]([CH2:27][CH2:28][CH3:29])=[N:15][CH:16]=[CH:17][C:18]=3[O:19][C:20]3[CH:25]=[CH:24][C:23]([Cl:26])=[CH:22][CH:21]=3)=[N:11][O:12][C:4]=2[CH:3]=1, predict the reactants needed to synthesize it. The reactants are: [Cl:1][C:2]1[C:7]([O:8][CH3:9])=[CH:6][C:5]([C:10]([C:13]2[C:14]([CH2:27][CH2:28][CH3:29])=[N:15][CH:16]=[CH:17][C:18]=2[O:19][C:20]2[CH:25]=[CH:24][C:23]([Cl:26])=[CH:22][CH:21]=2)=[N:11][OH:12])=[C:4](F)[C:3]=1[Si](C)(C)C.C(=O)([O-])[O-].[Cs+].[Cs+]. (6) Given the product [Cl:1][C:2]1[CH:7]=[C:6]([CH3:8])[CH:5]=[CH:4][N+:3]=1[O-:12], predict the reactants needed to synthesize it. The reactants are: [Cl:1][C:2]1[CH:7]=[C:6]([CH3:8])[CH:5]=[CH:4][N:3]=1.OO.C([O-])([O-])=[O:12].[Na+].[Na+].